From a dataset of Catalyst prediction with 721,799 reactions and 888 catalyst types from USPTO. Predict which catalyst facilitates the given reaction. (1) Reactant: [N+:1]([C:4]1[CH:9]=[CH:8][C:7]([CH2:10][C:11]([NH:13][CH2:14][CH:15]2[CH2:23][N:22]([CH2:24][C:25]([OH:27])=[O:26])[CH2:21][CH2:20][N:19]([CH2:28][C:29]([OH:31])=[O:30])[CH2:18][CH2:17][N:16]2[CH2:32][C:33]([OH:35])=[O:34])=[O:12])=[CH:6][CH:5]=1)([O-])=O. Product: [NH2:1][C:4]1[CH:9]=[CH:8][C:7]([CH2:10][C:11]([NH:13][CH2:14][CH:15]2[CH2:23][N:22]([CH2:24][C:25]([OH:27])=[O:26])[CH2:21][CH2:20][N:19]([CH2:28][C:29]([OH:31])=[O:30])[CH2:18][CH2:17][N:16]2[CH2:32][C:33]([OH:35])=[O:34])=[O:12])=[CH:6][CH:5]=1. The catalyst class is: 522. (2) Reactant: C[O:2][C:3](=[O:16])[CH2:4][CH2:5][NH:6][C:7](=[O:15])[C:8]1[CH:13]=[CH:12][C:11]([OH:14])=[CH:10][CH:9]=1.[F:17][C:18]([F:40])([F:39])[C:19]1[CH:24]=[CH:23][C:22]([C:25]2[N:30]=[CH:29][C:28]([CH:31](O)[CH2:32][CH2:33][CH2:34][CH2:35][CH2:36][CH3:37])=[CH:27][N:26]=2)=[CH:21][CH:20]=1.C(P(CCCC)CCCC)CCC.N(C(N1CCCCC1)=O)=NC(N1CCCCC1)=O. Product: [F:40][C:18]([F:17])([F:39])[C:19]1[CH:20]=[CH:21][C:22]([C:25]2[N:26]=[CH:27][C:28]([CH:31]([O:14][C:11]3[CH:12]=[CH:13][C:8]([C:7]([NH:6][CH2:5][CH2:4][C:3]([OH:2])=[O:16])=[O:15])=[CH:9][CH:10]=3)[CH2:32][CH2:33][CH2:34][CH2:35][CH2:36][CH3:37])=[CH:29][N:30]=2)=[CH:23][CH:24]=1. The catalyst class is: 11. (3) Reactant: [N:1]([C:4]1[CH:9]=[CH:8][CH:7]=[C:6]([N+:10]([O-:12])=[O:11])[CH:5]=1)=[N+:2]=[N-:3].[CH3:13][Si:14]([C:17]#[CH:18])([CH3:16])[CH3:15]. Product: [N+:10]([C:6]1[CH:5]=[C:4]([N:1]2[CH:18]=[C:17]([Si:14]([CH3:16])([CH3:15])[CH3:13])[N:3]=[N:2]2)[CH:9]=[CH:8][CH:7]=1)([O-:12])=[O:11]. The catalyst class is: 1. (4) Reactant: [CH:1](=[C:3]1[C:7]2=[N:8][C:9]([O:18][CH2:19][C:20]3[CH:25]=[CH:24][CH:23]=[CH:22][N:21]=3)=[CH:10][C:11]([C:12]3[CH:13]=[N:14][CH:15]=[N:16][CH:17]=3)=[C:6]2[CH2:5][CH2:4]1)[CH3:2]. Product: [CH2:1]([CH:3]1[C:7]2=[N:8][C:9]([O:18][CH2:19][C:20]3[CH:25]=[CH:24][CH:23]=[CH:22][N:21]=3)=[CH:10][C:11]([C:12]3[CH:13]=[N:14][CH:15]=[N:16][CH:17]=3)=[C:6]2[CH2:5][CH2:4]1)[CH3:2]. The catalyst class is: 5. (5) Reactant: [CH2:1]([O:3][C:4]([N:6]1[CH2:11][CH2:10][CH:9]([NH:12][S:13]([C:16]2[C:25]3[C:20](=[CH:21][CH:22]=[CH:23][CH:24]=3)[C:19]([C:26](=O)[CH3:27])=[CH:18][CH:17]=2)(=[O:15])=[O:14])[CH2:8][CH2:7]1)=[O:5])[CH3:2].[CH:29]1([NH2:35])[CH2:34][CH2:33][CH2:32][CH2:31][CH2:30]1.C([BH3-])#N.[Na+]. Product: [CH2:1]([O:3][C:4]([N:6]1[CH2:11][CH2:10][CH:9]([NH:12][S:13]([C:16]2[C:25]3[C:20](=[CH:21][CH:22]=[CH:23][CH:24]=3)[C:19]([CH:26]([NH:35][CH:29]3[CH2:34][CH2:33][CH2:32][CH2:31][CH2:30]3)[CH3:27])=[CH:18][CH:17]=2)(=[O:14])=[O:15])[CH2:8][CH2:7]1)=[O:5])[CH3:2]. The catalyst class is: 5. (6) Reactant: [Cl-].O[NH3+:3].[C:4](=[O:7])([O-])[OH:5].[Na+].CS(C)=O.[O:13]1[C:17]2[CH:18]=[CH:19][C:20]([N:22]3[C:27](=[O:28])[C:26]([CH2:29][C:30]4[CH:35]=[CH:34][C:33]([C:36]5[C:37]([C:42]#[N:43])=[CH:38][CH:39]=[CH:40][CH:41]=5)=[CH:32][CH:31]=4)=[C:25]([CH2:44][CH2:45][CH3:46])[N:24]=[C:23]3[CH2:47][CH3:48])=[CH:21][C:16]=2[CH2:15][CH2:14]1. Product: [O:13]1[C:17]2[CH:18]=[CH:19][C:20]([N:22]3[C:27](=[O:28])[C:26]([CH2:29][C:30]4[CH:35]=[CH:34][C:33]([C:36]5[CH:41]=[CH:40][CH:39]=[CH:38][C:37]=5[C:42]5[NH:3][C:4](=[O:7])[O:5][N:43]=5)=[CH:32][CH:31]=4)=[C:25]([CH2:44][CH2:45][CH3:46])[N:24]=[C:23]3[CH2:47][CH3:48])=[CH:21][C:16]=2[CH2:15][CH2:14]1. The catalyst class is: 13. (7) Reactant: Br[C:2]1[CH:7]=[CH:6][C:5]([S:8]([NH2:11])(=[O:10])=O)=[CH:4][CH:3]=1.C([Li])CCC.CCCCCCC.[CH2:24]([Sn:28](Cl)([CH2:33][CH2:34][CH2:35][CH3:36])[CH2:29][CH2:30][CH2:31][CH3:32])[CH2:25][CH2:26][CH3:27].[Cl-].[NH4+]. Product: [CH2:33]([Sn:28]([CH2:24][CH2:25][CH2:26][CH3:27])([CH2:29][CH2:30][CH2:31][CH3:32])[C:2]1[CH:3]=[CH:4][C:5]([S:8]([NH2:11])=[O:10])=[CH:6][CH:7]=1)[CH2:34][CH2:35][CH3:36]. The catalyst class is: 7. (8) Reactant: [Cl:1][C:2]1[C:11]2[C:6](=[CH:7][CH:8]=[C:9]([OH:12])[CH:10]=2)[N:5]=[C:4]([N:13]2[CH2:19][CH2:18][CH2:17][C:16]3[CH:20]=[CH:21][CH:22]=[CH:23][C:15]=3[CH2:14]2)[CH:3]=1.F[C:25]1[CH:30]=[CH:29][CH:28]=[CH:27][N:26]=1.C(=O)([O-])[O-].[K+].[K+].CS(C)=O. Product: [Cl:1][C:2]1[C:11]2[C:6](=[CH:7][CH:8]=[C:9]([O:12][C:25]3[CH:30]=[CH:29][CH:28]=[CH:27][N:26]=3)[CH:10]=2)[N:5]=[C:4]([N:13]2[CH2:19][CH2:18][CH2:17][C:16]3[CH:20]=[CH:21][CH:22]=[CH:23][C:15]=3[CH2:14]2)[CH:3]=1. The catalyst class is: 6.